Dataset: Catalyst prediction with 721,799 reactions and 888 catalyst types from USPTO. Task: Predict which catalyst facilitates the given reaction. (1) Reactant: [F:1][C:2]1[CH:3]=[C:4]([N+:19]([O-:21])=[O:20])[C:5]([NH:9][C@H:10]([C:12]2[CH:17]=[CH:16][C:15]([F:18])=[CH:14][CH:13]=2)[CH3:11])=[N:6][C:7]=1F.[CH:22]([O:25][C:26]1[NH:30][N:29]=[C:28]([NH2:31])[CH:27]=1)([CH3:24])[CH3:23].CCN(C(C)C)C(C)C. Product: [F:1][C:2]1[C:7]([NH:31][C:28]2[CH:27]=[C:26]([O:25][CH:22]([CH3:24])[CH3:23])[NH:30][N:29]=2)=[N:6][C:5]([NH:9][C@H:10]([C:12]2[CH:17]=[CH:16][C:15]([F:18])=[CH:14][CH:13]=2)[CH3:11])=[C:4]([N+:19]([O-:21])=[O:20])[CH:3]=1. The catalyst class is: 1. (2) Reactant: [Br:1][C:2]1[CH:7]=[CH:6][C:5]([C:8]2[O:9][C:10]([CH2:13]Cl)=[N:11][N:12]=2)=[CH:4][CH:3]=1.[N-:15]=[N+:16]=[N-:17].[Na+]. Product: [N:15]([CH2:13][C:10]1[O:9][C:8]([C:5]2[CH:6]=[CH:7][C:2]([Br:1])=[CH:3][CH:4]=2)=[N:12][N:11]=1)=[N+:16]=[N-:17]. The catalyst class is: 58. (3) Reactant: FC(F)(F)C([O-])=O.[OH:8][CH2:9][CH2:10][N:11]1[CH2:17][CH2:16][CH2:15][C@H:14]([NH3+:18])[CH2:13][CH2:12]1.[NH2:18][C@H:14]1[CH2:15][CH2:16][CH2:17][N:11]([CH2:10][CH2:9][OH:8])[CH2:12][CH2:13]1.C(N(CC)CC)C.[CH2:37]1[C:42](=[O:43])[N:41]([O:44][C:45](ON2C(=O)CCC2=O)=[O:46])[C:39](=[O:40])[CH2:38]1. Product: [OH:8][CH2:9][CH2:10][N:11]1[CH2:17][CH2:16][CH2:15][C@H:14]([NH:18][C:45]([O:44][N:41]2[C:42](=[O:43])[CH2:37][CH2:38][C:39]2=[O:40])=[O:46])[CH2:13][CH2:12]1. The catalyst class is: 10.